This data is from Human Reference Interactome with 51,813 positive PPI pairs across 8,248 proteins, plus equal number of experimentally-validated negative pairs. The task is: Binary Classification. Given two protein amino acid sequences, predict whether they physically interact or not. (1) Protein 1 (ENSG00000159199) has sequence MQTAGALFISPALIRCCTRGLIRPVSASFLNSPVNSSKQPSYSNFPLQVARREFQTSVVSRDIDTAAKFIGAGAATVGVAGSGAGIGTVFGSLIIGYARNPSLKQQLFSYAILGFALSEAMGLFCLMVAFLILFAM*MQTAGALFISPALIRCCTRGLIRPVSASFLNSPVNSSKQPSYSNFPLQVARREFQTSVVSRDIDTAAKFIGAGAATVGVAGSGAGIGTVFGSLIIGYAR*MQTAGALFISPALIRCCTRGLIRPVSASFLNSPVNSSKQVARREFQTSVVSRDIDTAAKFIGA.... Protein 2 (ENSG00000171823) has sequence METHISCLFPELLAMIFGYLDVRDKGRAAQVCTAWRDAAYHKSVWRGVEAKLHLRRANPSLFPSLQARGIRRVQILSLRRSLSYVIQGMANIESLNLSGCYNLTDNGLGHAFVQEIGSLRALNLSLCKQITDSSLGRIAQYLKGLEVLELGGCSNITNTGLLLIAWGLQRLKSLNLRSCRHLSDVGIGHLAGMTRSAAEGCLGLEQLTLQDCQKLTDLSLKHISRGLTGLRLLNLSFCGGISDAGLLHLSHMGSLRSLNLRSCDNISDTGIMHLAMGSLRLSGLDVSFCDKVGDQSLAYI.... Result: 0 (the proteins do not interact). (2) Protein 1 (ENSG00000160789) has sequence METPSQRRATRSGAQASSTPLSPTRITRLQEKEDLQELNDRLAVYIDRVRSLETENAGLRLRITESEEVVSREVSGIKAAYEAELGDARKTLDSVAKERARLQLELSKVREEFKELKARNTKKEGDLIAAQARLKDLEALLNSKEAALSTALSEKRTLEGELHDLRGQVAKLEAALGEAKKQLQDEMLRRVDAENRLQTMKEELDFQKNIYSEELRETKRRHETRLVEIDNGKQREFESRLADALQELRAQHEDQVEQYKKELEKTYSAKLDNARQSAERNSNLVGAAHEELQQSRIRID.... Protein 2 (ENSG00000244067) has sequence MAEKPKLHYSNIRGRMESIRWLLAAAGVEFEEKFIKSAEDLDKLRNDGYLMFQQVPMVEIDGMKLVQTRAILNYIASKYNLYGKDIKEKALIDMYIEGIADLGEMILLLPFSQPEEQDAKLALIQEKTKNRYFPAFEKVLKSHGQDYLVGNKLSRADIHLVELLYYVEELDSSLISSFPLLKALKTRISNLPTVKKFLQPGSPRKPPMDEKSLEESRKIFRF*. Result: 0 (the proteins do not interact). (3) Result: 0 (the proteins do not interact). Protein 1 (ENSG00000172336) has sequence MAENREPRGAVEAELDPVEYTLRKRLPSRLPRRPNDIYVNMKTDFKAQLARCQKLLDGGARGQNACSEIYIHGLGLAINRAINIALQLQAGSFGSLQVAANTSTVELVDELEPETDTREPLTRIRNNSAIHIRVFRVTPK*MAENREPRGAVEAELDPVEYTLRKRLPSRLPRRPNDIYVNMKTDFKAQLARCQKLLDGGARGQNACSEIYIHGLGLAINRAINIALQLQAGSFGSLQVAANTSTVELVDELEPETDTREPLTRIRNNSAIHIRVFRV. Protein 2 (ENSG00000136891) has sequence MTKKRKRQHDFQKVKLKVGKKKPKLQNATPTNFKTKTIHLPEQLKEDGTLPTNNRKLNIKDLLSQMHHYNAGVKQSALLGLKDLLSQYPFIIDAHLSNILSEVTAVFTDKDANVRLAAVQLLQFLAPKIRAEQISPFFPLVSAHLSSAMTHITEGIQEDSLKVLDILLEQYPALITGRSSILLKNFVELISHQQLSKGLINRDRSQSWILSVNPNRRLTSQQWRLKVLVRLSKFLQALADGSSRLRESEGLQEQKENPHATSNSIFINWKEHANDQQHIQVYENGGSQPNVSSQFRLRYL.... (4) Protein 1 (ENSG00000136874) has sequence MSEDEEKVKLRRLEPAIQKFIKIVIPTDLERLRKHQINIEKYQRCRIWDKLHEEHINAGRTVQQLRSNIREIEKLCLKVRKDDLVLLKRMIDPVKEEASAATAEFLQLHLESVEELKKQFNDEETLLQPPLTRSMTVGGAFHTTEAEASSQSLTQIYALPEIPQDQNAAESWETLEADLIELSQLVTDFSLLVNSQQEKIDSIADHVNSAAVNVEEGTKNLGKAAKYKLAALPVAGALIGGMVGGPIGLLAGFKVAGIAAALGGGVLGFTGGKLIQRKKQKMMEKLTSSCPDLPSQTDKK.... Result: 0 (the proteins do not interact). Protein 2 (ENSG00000132600) has sequence MKIFCSRANPTTGSVEWLEEDEHYDYHQEIARSSYADMLHDKDRNVKYYQGIRAAVSRVKDRGQKALVLDIGTGTGLLSMMAVTAGADFCYAIEVFKPMADAAVKIVEKNGFSDKIKVINKHSTEVTVGPEGDMPCRANILVTELFDTELIGEGALPSYEHAHRHLVEENCEAVPHRATVYAQLVESGRMWSWNKLFPIHVQTSLGEQVIVPPVDVESCPGAPSVCDIQLNQVSPADFTVLSDVLPMFSIDFSKQVSSSAACHSRRFEPLTSGRAQVVLSWWDIEMDPEGKIKCTMAPFW.... (5) Protein 1 (ENSG00000148690) has sequence MHGHGGYDSDFSDDERCGESSKRKKRTVEDDLLLQKPFQKEKHGKVAHKQVAAELLDREEARNRRFHLIAMDAYQRHTKFVNDYILYYGGKKEDFKRLGENDKTDLDVIRENHRFLWNEEDEMDMTWEKRLAKKYYDKLFKEYCIADLSKYKENKFGFRWRVEKEVISGKGQFFCGNKYCDKKEGLKSWEVNFGYIEHGEKRNALVKLRLCQECSIKLNFHHRRKEIKSKKRKDKTKKDCEESSHKKSRLSSAEEASKKKDKGHSSSKKSEDSLLRNSDEEESASESELWKGPLPETDEK.... Protein 2 (ENSG00000134874) has sequence MQAEAADWFSSMPFQKHVYYPLASGPEGPDVAVAAAAAGAASMACAPPSAASGPLPFFQFRPRLESVDWRRLSAIDVDKVAGAVDVLTLQENIMNITFCKLEDEKCPHCQSGVDPVLLKLIRLAQFTIEYLLHSQEFLTSQLHTLEERLRLSHCDGEQSKKLLTKQAGEIKTLKEECKRRKKMISTQQLMIEAKANYYQCHFCDKAFMNQAFLQSHIQRRHTEENSHFEYQKNAQIEKLRSEIVVLKEELQLTRSELEAAHHASAVRFSKEYEMQKTKEEDFLKLFDRWKEEEKEKLVDE.... Result: 0 (the proteins do not interact).